Dataset: Full USPTO retrosynthesis dataset with 1.9M reactions from patents (1976-2016). Task: Predict the reactants needed to synthesize the given product. (1) Given the product [CH:1]([O:4][C:5]([N:7]1[C@H:11]([CH2:12][CH3:13])[CH2:10][C@H:9]([NH:14][C:15]2[N:32]=[CH:31][C:30]([Br:29])=[CH:35][N:34]=2)[C@@H:8]1[CH2:22][C:23]1[CH:28]=[CH:27][CH:26]=[CH:25][CH:24]=1)=[O:6])([CH3:3])[CH3:2], predict the reactants needed to synthesize it. The reactants are: [CH:1]([O:4][C:5]([N:7]1[C@H:11]([CH2:12][CH3:13])[CH2:10][C@H:9]([NH:14][CH2:15]C2C=CC=CC=2)[C@@H:8]1[CH2:22][C:23]1[CH:28]=[CH:27][CH:26]=[CH:25][CH:24]=1)=[O:6])([CH3:3])[CH3:2].[Br:29][C:30]1[CH:31]=[N:32]C(Cl)=[N:34][CH:35]=1.CCN(C(C)C)C(C)C. (2) Given the product [Cl:13][C:10]1[CH:11]=[CH:12][C:7]([C:5]2[N:6]=[C:2]([N:30]3[CH:31]=[CH:32][N:33]=[C:29]3[CH2:26][CH2:27][CH3:28])[O:3][C:4]=2[CH2:14][CH2:15][CH2:16][O:17][C:18]2[CH:23]=[CH:22][CH:21]=[CH:20][C:19]=2[O:24][CH3:25])=[CH:8][CH:9]=1, predict the reactants needed to synthesize it. The reactants are: Cl[C:2]1[O:3][C:4]([CH2:14][CH2:15][CH2:16][O:17][C:18]2[CH:23]=[CH:22][CH:21]=[CH:20][C:19]=2[O:24][CH3:25])=[C:5]([C:7]2[CH:12]=[CH:11][C:10]([Cl:13])=[CH:9][CH:8]=2)[N:6]=1.[CH2:26]([C:29]1[NH:30][CH:31]=[CH:32][N:33]=1)[CH2:27][CH3:28].C(=O)([O-])[O-].[K+].[K+].CN(C)C=O. (3) Given the product [OH:1][C:2]([CH3:34])([CH3:33])[CH2:3][C@@:4]1([C:27]2[CH:32]=[CH:31][CH:30]=[CH:29][CH:28]=2)[O:9][C:8](=[O:10])[N:7]([C@H:11]([C:13]2[CH:18]=[CH:17][C:16]([C:19]#[C:20][C:21]([CH3:26])([CH3:25])[C:22]([N:37]([CH3:38])[CH3:36])=[O:23])=[CH:15][CH:14]=2)[CH3:12])[CH2:6][CH2:5]1, predict the reactants needed to synthesize it. The reactants are: [OH:1][C:2]([CH3:34])([CH3:33])[CH2:3][C@@:4]1([C:27]2[CH:32]=[CH:31][CH:30]=[CH:29][CH:28]=2)[O:9][C:8](=[O:10])[N:7]([C@H:11]([C:13]2[CH:18]=[CH:17][C:16]([C:19]#[C:20][C:21]([CH3:26])([CH3:25])[C:22](O)=[O:23])=[CH:15][CH:14]=2)[CH3:12])[CH2:6][CH2:5]1.C[CH2:36][N:37](C(C)C)[CH:38](C)C.N(C)C.C1COCC1.CN(C(ON1N=NC2C=CC=NC1=2)=[N+](C)C)C.F[P-](F)(F)(F)(F)F. (4) Given the product [CH2:12]([O:5][C:4]1[C:6]([O:7][CH3:8])=[CH:9][CH:10]=[CH:11][C:3]=1[CH:2]=[O:1])[C:13]1[CH:18]=[CH:17][CH:16]=[CH:15][CH:14]=1, predict the reactants needed to synthesize it. The reactants are: [O:1]=[CH:2][C:3]1[CH:11]=[CH:10][CH:9]=[C:6]([O:7][CH3:8])[C:4]=1[OH:5].[CH2:12](Br)[C:13]1[CH:18]=[CH:17][CH:16]=[CH:15][CH:14]=1.C(=O)([O-])[O-].[K+].[K+]. (5) Given the product [CH2:25]([C:2]1[N:7]2[CH:8]=[N:9][N:10]=[C:6]2[C:5]([N:11]2[CH2:16][CH2:15][N:14]([C:17]([O:19][C:20]([CH3:23])([CH3:22])[CH3:21])=[O:18])[CH2:13][CH2:12]2)=[N:4][CH:3]=1)[CH:26]([CH3:28])[CH3:27], predict the reactants needed to synthesize it. The reactants are: Br[C:2]1[N:7]2[CH:8]=[N:9][N:10]=[C:6]2[C:5]([N:11]2[CH2:16][CH2:15][N:14]([C:17]([O:19][C:20]([CH3:23])([CH3:22])[CH3:21])=[O:18])[CH2:13][CH2:12]2)=[N:4][CH:3]=1.[Br-].[CH2:25]([Zn+])[CH:26]([CH3:28])[CH3:27].C1COCC1. (6) The reactants are: [Cl:1][C:2]1[CH:3]=[C:4]([CH:6]=[CH:7][CH:8]=1)[NH2:5].[Br:9][C:10]1[S:14][C:13]2=[N:15][C:16]([C:18](O)=[O:19])=[CH:17][N:12]2[CH:11]=1. Given the product [Br:9][C:10]1[S:14][C:13]2=[N:15][C:16]([C:18]([NH:5][C:4]3[CH:6]=[CH:7][CH:8]=[C:2]([Cl:1])[CH:3]=3)=[O:19])=[CH:17][N:12]2[CH:11]=1, predict the reactants needed to synthesize it. (7) Given the product [ClH:1].[CH3:7][NH:8][C:9]1[N:10]=[C:11]([NH:19][CH2:20][CH2:21][CH3:22])[N:12]=[C:13]([NH:15][CH2:16][C:17]#[CH:18])[N:14]=1, predict the reactants needed to synthesize it. The reactants are: [ClH:1].C(OCC)C.[CH3:7][NH:8][C:9]1[N:14]=[C:13]([NH:15][CH2:16][CH2:17][CH3:18])[N:12]=[C:11]([NH:19][CH2:20][C:21]#[CH:22])[N:10]=1. (8) Given the product [CH3:1][N:2]1[CH2:3][CH2:4][CH:5]([O:8][C:9]2[CH:10]=[C:11]([NH2:15])[CH:12]=[CH:13][CH:14]=2)[CH2:6][CH2:7]1, predict the reactants needed to synthesize it. The reactants are: [CH3:1][N:2]1[CH2:7][CH2:6][CH:5]([O:8][C:9]2[CH:10]=[C:11]([NH:15]C(=O)C)[CH:12]=[CH:13][CH:14]=2)[CH2:4][CH2:3]1.Cl. (9) Given the product [CH3:20][C:19]1[O:1][C:2]([CH2:3][CH:4]2[CH2:9][CH2:8][N:7]([C:10]([O:12][C:13]([CH3:15])([CH3:16])[CH3:14])=[O:11])[CH2:6][CH2:5]2)=[N:17][CH:18]=1, predict the reactants needed to synthesize it. The reactants are: [O:1]=[C:2]([NH:17][CH2:18][C:19]#[CH:20])[CH2:3][CH:4]1[CH2:9][CH2:8][N:7]([C:10]([O:12][C:13]([CH3:16])([CH3:15])[CH3:14])=[O:11])[CH2:6][CH2:5]1.